Task: Predict the product of the given reaction.. Dataset: Forward reaction prediction with 1.9M reactions from USPTO patents (1976-2016) (1) Given the reactants [N:1]1([C:7]([O:9][C:10]([CH3:13])([CH3:12])[CH3:11])=[O:8])[CH2:6][CH2:5][NH:4][CH2:3][CH2:2]1.C([O-])([O-])=O.[K+].[K+].F[C:21]1[CH:26]=[CH:25][C:24]([N+:27]([O-:29])=[O:28])=[CH:23][C:22]=1[F:30].O, predict the reaction product. The product is: [F:30][C:22]1[CH:23]=[C:24]([N+:27]([O-:29])=[O:28])[CH:25]=[CH:26][C:21]=1[N:4]1[CH2:5][CH2:6][N:1]([C:7]([O:9][C:10]([CH3:13])([CH3:12])[CH3:11])=[O:8])[CH2:2][CH2:3]1. (2) Given the reactants Cl[C:2]1[C:11]2[C:6](=[C:7]([OH:12])[CH:8]=[CH:9][CH:10]=2)[N:5]=[C:4]([CH3:13])[CH:3]=1.[CH3:14][C:15]1[S:19][C:18]([SH:20])=[N:17][N:16]=1, predict the reaction product. The product is: [CH3:13][C:4]1[CH:3]=[C:2]([S:20][C:18]2[S:19][C:15]([CH3:14])=[N:16][N:17]=2)[C:11]2[C:6](=[C:7]([OH:12])[CH:8]=[CH:9][CH:10]=2)[N:5]=1. (3) Given the reactants [Cl:1][C:2]1[CH:15]=[CH:14][C:5]([CH2:6][N:7]2[CH2:12][CH2:11][CH:10]([NH2:13])[CH2:9][CH2:8]2)=[CH:4][CH:3]=1.[CH3:16][C@:17]1([CH2:20][O:21][C:22]2[CH:27]=[CH:26][CH:25]=[CH:24][C:23]=2[NH:28][C:29](=[O:31])[CH3:30])[CH2:19][O:18]1, predict the reaction product. The product is: [Cl:1][C:2]1[CH:3]=[CH:4][C:5]([CH2:6][N:7]2[CH2:8][CH2:9][CH:10]([NH:13][CH2:19][C@:17]([OH:18])([CH3:16])[CH2:20][O:21][C:22]3[CH:27]=[CH:26][CH:25]=[CH:24][C:23]=3[NH:28][C:29](=[O:31])[CH3:30])[CH2:11][CH2:12]2)=[CH:14][CH:15]=1.